From a dataset of HIV replication inhibition screening data with 41,000+ compounds from the AIDS Antiviral Screen. Binary Classification. Given a drug SMILES string, predict its activity (active/inactive) in a high-throughput screening assay against a specified biological target. The compound is Cc1cc2c3ccccc3n(C)c2c2c1C(=O)c1ccccc1C2=O. The result is 0 (inactive).